From a dataset of Full USPTO retrosynthesis dataset with 1.9M reactions from patents (1976-2016). Predict the reactants needed to synthesize the given product. (1) Given the product [Br:17][CH2:18][CH2:19][CH2:20][CH2:21][CH2:22][CH2:23][CH2:24][CH2:25][C:2]1[CH:6]=[CH:5][S:4][CH:3]=1, predict the reactants needed to synthesize it. The reactants are: Br[C:2]1[CH:6]=[CH:5][S:4][CH:3]=1.[Li]CCCC.C1COCC1.[Br:17][CH2:18][CH2:19][CH2:20][CH2:21][CH2:22][CH2:23][CH2:24][CH2:25]Br. (2) Given the product [C:33]([O:37][C:38](=[O:49])[NH:39][CH2:40][C:41]1[CH:42]=[CH:43][C:44]([CH2:47][NH:48][C:4]([C:3]2[C:2]([Cl:1])=[N:10][CH:9]=[CH:8][CH:7]=2)=[O:6])=[CH:45][CH:46]=1)([CH3:36])([CH3:34])[CH3:35], predict the reactants needed to synthesize it. The reactants are: [Cl:1][C:2]1[N:10]=[CH:9][CH:8]=[CH:7][C:3]=1[C:4]([OH:6])=O.ON1C2C=CC=CC=2N=N1.Cl.CN(C)CCCN=C=NCC.[C:33]([O:37][C:38](=[O:49])[NH:39][CH2:40][C:41]1[CH:46]=[CH:45][C:44]([CH2:47][NH2:48])=[CH:43][CH:42]=1)([CH3:36])([CH3:35])[CH3:34].CN1CCOCC1. (3) Given the product [CH2:16]([O:23][C:24]1[CH:25]=[C:26]([NH:35][C:36](=[O:38])[CH3:37])[CH:27]=[CH:28][C:29]=1[C:30](=[O:34])[CH2:31][Br:32])[C:17]1[CH:18]=[CH:19][CH:20]=[CH:21][CH:22]=1, predict the reactants needed to synthesize it. The reactants are: C(OP([O-])OCC)C.C(N(CC)CC)C.[CH2:16]([O:23][C:24]1[CH:25]=[C:26]([NH:35][C:36](=[O:38])[CH3:37])[CH:27]=[CH:28][C:29]=1[C:30](=[O:34])[CH:31](Br)[Br:32])[C:17]1[CH:22]=[CH:21][CH:20]=[CH:19][CH:18]=1.CCOC(C)=O. (4) Given the product [C:1]([O:5][C:6](=[O:44])[NH:7][CH:8]1[CH2:13][CH2:12][N:11]([CH2:14][C:15]2[S:23][C:22]3[C:21]([N:24]4[CH2:29][CH2:28][O:27][CH2:26][CH2:25]4)=[N:20][C:19]([C:30]4[CH:35]=[CH:34][CH:33]=[C:32]([OH:36])[CH:31]=4)=[N:18][C:17]=3[CH:16]=2)[CH2:10][CH2:9]1)([CH3:4])([CH3:2])[CH3:3], predict the reactants needed to synthesize it. The reactants are: [C:1]([O:5][C:6](=[O:44])[NH:7][CH:8]1[CH2:13][CH2:12][N:11]([CH2:14][C:15]2[S:23][C:22]3[C:21]([N:24]4[CH2:29][CH2:28][O:27][CH2:26][CH2:25]4)=[N:20][C:19]([C:30]4[CH:35]=[CH:34][CH:33]=[C:32]([O:36][Si](C(C)(C)C)(C)C)[CH:31]=4)=[N:18][C:17]=3[CH:16]=2)[CH2:10][CH2:9]1)([CH3:4])([CH3:3])[CH3:2].CCCC[N+](CCCC)(CCCC)CCCC.[F-]. (5) Given the product [Cl:1][C:2]1[C:7]([Cl:8])=[CH:6][CH:5]=[CH:4][C:3]=1[CH:9]([NH:17][C:20]1[CH2:21][CH2:22][CH2:23][N:24]=1)[CH2:10][C:11]1[CH:12]=[N:13][CH:14]=[CH:15][CH:16]=1, predict the reactants needed to synthesize it. The reactants are: [Cl:1][C:2]1[C:7]([Cl:8])=[CH:6][CH:5]=[CH:4][C:3]=1[CH:9]([NH2:17])[CH2:10][C:11]1[CH:12]=[N:13][CH:14]=[CH:15][CH:16]=1.CO[C:20]1[CH2:21][CH2:22][CH2:23][N:24]=1. (6) Given the product [NH:24]1[C:32]2[C:27](=[CH:28][CH:29]=[CH:30][CH:31]=2)[C:26]([CH2:33][CH2:34][N:35]2[CH2:39][CH2:38][N:37]([C:40]3[S:41][C:42]([C:46]([OH:48])=[O:47])=[C:43]([CH3:45])[N:44]=3)[C:36]2=[O:51])=[CH:25]1, predict the reactants needed to synthesize it. The reactants are: CC1N=C(N2CCN(C3C=CC=CC=3)C2=O)SC=1C(OCC)=O.[NH:24]1[C:32]2[C:27](=[CH:28][CH:29]=[CH:30][CH:31]=2)[C:26]([CH2:33][CH2:34][N:35]2[CH2:39][CH2:38][N:37]([C:40]3[S:41][C:42]([C:46]([O:48]CC)=[O:47])=[C:43]([CH3:45])[N:44]=3)[C:36]2=[O:51])=[CH:25]1. (7) The reactants are: [Br:1][C:2]1[CH:3]=[C:4]([OH:8])[CH:5]=[CH:6][CH:7]=1.C(=O)([O-])[O-].[K+].[K+].[I-].[K+].[C:17]([O:21][C:22](=[O:27])[NH:23][CH2:24][CH2:25]Br)([CH3:20])([CH3:19])[CH3:18]. Given the product [Br:1][C:2]1[CH:3]=[C:4]([CH:5]=[CH:6][CH:7]=1)[O:8][CH2:25][CH2:24][NH:23][C:22](=[O:27])[O:21][C:17]([CH3:20])([CH3:19])[CH3:18], predict the reactants needed to synthesize it.